Task: Predict the reaction yield, written as a fraction of the theoretical maximum amount of product (1.0 means a 100% yield; for example, 0.34 means a 34% yield).. Dataset: Reaction yield outcomes from USPTO patents with 853,638 reactions (1) The reactants are [NH2:1][C:2]1[C:10]([N+:11]([O-:13])=[O:12])=[CH:9][CH:8]=[CH:7][C:3]=1[C:4]([NH2:6])=[O:5].[Cl:14]N1C(=O)CCC1=O. The catalyst is C(#N)C. The product is [NH2:1][C:2]1[C:10]([N+:11]([O-:13])=[O:12])=[CH:9][C:8]([Cl:14])=[CH:7][C:3]=1[C:4]([NH2:6])=[O:5]. The yield is 0.840. (2) The reactants are C(NCCCCCC(N1C[C@@H](S)[C@H](N[S:19]([C:22]2[CH:27]=[CH:26][C:25]([C:28]3[CH:33]=[CH:32][CH:31]=[CH:30][CH:29]=3)=[CH:24][CH:23]=2)(=[O:21])=[O:20])C1)=O)(=O)C.[C:34]([N:41]1[CH2:45][C@@H:44]([OH:46])[C@H:43]([N:47]=[N+]=[N-])[CH2:42]1)([O:36][C:37]([CH3:40])([CH3:39])[CH3:38])=[O:35].C1C=CC(P(C2C=CC=CC=2)C2C=CC=CC=2)=CC=1.C(N(CC)CC)C.C1(C2C=CC(S(Cl)(=O)=O)=CC=2)C=CC=CC=1. The catalyst is C1COCC1.O.CCCCCC.C1COCC1.C(OCC)(=O)C. The product is [C:34]([N:41]1[CH2:45][C@@H:44]([OH:46])[C@H:43]([NH:47][S:19]([C:22]2[CH:23]=[CH:24][C:25]([C:28]3[CH:33]=[CH:32][CH:31]=[CH:30][CH:29]=3)=[CH:26][CH:27]=2)(=[O:21])=[O:20])[CH2:42]1)([O:36][C:37]([CH3:40])([CH3:39])[CH3:38])=[O:35]. The yield is 0.735. (3) The reactants are [CH2:1]([N:8]1[CH:16]=[C:15]2[C:10]([CH:11]=[C:12]([C:17]3[CH:18]=[C:19]([CH:27]4[CH2:31][CH2:30][NH:29][CH2:28]4)[N:20]4[C:25]=3[C:24]([NH2:26])=[N:23][CH:22]=[N:21]4)[CH:13]=[CH:14]2)=[N:9]1)[C:2]1[CH:7]=[CH:6][CH:5]=[CH:4][CH:3]=1.[C:32]([O:36][C:37]([N:39]1[CH2:42][CH:41]([C:43](O)=[O:44])[CH2:40]1)=[O:38])([CH3:35])([CH3:34])[CH3:33].C(N(CC)CC)C. The catalyst is CN(C=O)C. The product is [NH2:26][C:24]1[C:25]2=[C:17]([C:12]3[CH:13]=[CH:14][C:15]4[C:10]([CH:11]=3)=[N:9][N:8]([CH2:1][C:2]3[CH:3]=[CH:4][CH:5]=[CH:6][CH:7]=3)[CH:16]=4)[CH:18]=[C:19]([CH:27]3[CH2:31][CH2:30][N:29]([C:43]([CH:41]4[CH2:42][N:39]([C:37]([O:36][C:32]([CH3:35])([CH3:34])[CH3:33])=[O:38])[CH2:40]4)=[O:44])[CH2:28]3)[N:20]2[N:21]=[CH:22][N:23]=1. The yield is 0.350. (4) The reactants are [F:1][C:2]1[CH:11]=[C:10]2[C:5]([CH:6]=[CH:7][C:8]([CH3:12])=[N:9]2)=[C:4]([N:13]2[CH2:18][CH2:17][N:16]([CH2:19][CH2:20][C:21]3[CH:26]=[CH:25][CH:24]=[C:23]([N+:27]([O-])=O)[CH:22]=3)[CH2:15][CH2:14]2)[CH:3]=1.[Cl-].[NH4+]. The catalyst is CO.O.[Fe]. The product is [F:1][C:2]1[CH:11]=[C:10]2[C:5]([CH:6]=[CH:7][C:8]([CH3:12])=[N:9]2)=[C:4]([N:13]2[CH2:14][CH2:15][N:16]([CH2:19][CH2:20][C:21]3[CH:22]=[C:23]([CH:24]=[CH:25][CH:26]=3)[NH2:27])[CH2:17][CH2:18]2)[CH:3]=1. The yield is 0.320. (5) The reactants are [N:1]1[CH:6]=[CH:5][CH:4]=[CH:3][C:2]=1[S:7][S:8][CH2:9][CH2:10][NH:11]C(=O)OC(C)(C)C.Cl. The catalyst is C(O)C.C1(C)C=CC=CC=1. The product is [N:1]1[CH:6]=[CH:5][CH:4]=[CH:3][C:2]=1[S:7][S:8][CH2:9][CH2:10][NH2:11]. The yield is 0.880.